From a dataset of Human liver microsome stability data. Regression/Classification. Given a drug SMILES string, predict its absorption, distribution, metabolism, or excretion properties. Task type varies by dataset: regression for continuous measurements (e.g., permeability, clearance, half-life) or binary classification for categorical outcomes (e.g., BBB penetration, CYP inhibition). Dataset: hlm. The molecule is CC(C)OC(=O)C1=CN(C(=O)c2ccc(F)c(F)c2)CC(C)(C)c2c1[nH]c1ccc(F)cc21. The result is 0 (unstable in human liver microsomes).